This data is from Catalyst prediction with 721,799 reactions and 888 catalyst types from USPTO. The task is: Predict which catalyst facilitates the given reaction. (1) Reactant: [Br:1][C:2]1[N:6]=[C:5]([CH:7]=O)[N:4]([CH3:9])[N:3]=1.[Cl-].[CH3:11][C:12]1[CH:17]=[C:16]([CH3:18])[N:15]2[N:19]=[C:20]([CH2:22][P+](C3C=CC=CC=3)(C3C=CC=CC=3)C3C=CC=CC=3)[N:21]=[C:14]2[N:13]=1.C1CCN2C(=NCCC2)CC1. Product: [Br:1][C:2]1[N:6]=[C:5]([CH:7]=[CH:22][C:20]2[N:21]=[C:14]3[N:13]=[C:12]([CH3:11])[CH:17]=[C:16]([CH3:18])[N:15]3[N:19]=2)[N:4]([CH3:9])[N:3]=1. The catalyst class is: 7. (2) Reactant: F[C:2]1[C:7]([C:8]([OH:10])=O)=[CH:6][CH:5]=[C:4]([F:11])[N:3]=1.[C:12](NC1C=CC=CC=1)([CH3:15])([CH3:14])[CH3:13].[CH:23]1[CH:24]=[CH:25][C:26]2[N:31](O)N=N[C:27]=2[CH:28]=1.[CH3:33][CH2:34][N:35]=C=NCCCN(C)C.CC[N:46]([CH:50]([CH3:52])C)[CH:47]([CH3:49])C. Product: [C:12]([C:23]1[CH:28]=[CH:27][C:26]([NH:31][C:8]([C:7]2[C:2]([NH:35][CH2:34][C:33]3[CH:49]=[CH:47][N:46]=[CH:50][CH:52]=3)=[N:3][C:4]([F:11])=[CH:5][CH:6]=2)=[O:10])=[CH:25][CH:24]=1)([CH3:15])([CH3:14])[CH3:13]. The catalyst class is: 2. (3) Reactant: [CH2:1]([O:8][C:9]([N:11]1[CH2:16][CH2:15][CH:14]([NH:17][C:18]2[C:23]([N+:24]([O-])=O)=[CH:22][N:21]=[C:20]3[N:27]([S:30]([C:33]4[CH:38]=[CH:37][CH:36]=[CH:35][CH:34]=4)(=[O:32])=[O:31])[CH:28]=[CH:29][C:19]=23)[CH2:13][CH2:12]1)=[O:10])[C:2]1[CH:7]=[CH:6][CH:5]=[CH:4][CH:3]=1. Product: [CH2:1]([O:8][C:9]([N:11]1[CH2:12][CH2:13][CH:14]([NH:17][C:18]2[C:23]([NH2:24])=[CH:22][N:21]=[C:20]3[N:27]([S:30]([C:33]4[CH:38]=[CH:37][CH:36]=[CH:35][CH:34]=4)(=[O:32])=[O:31])[CH:28]=[CH:29][C:19]=23)[CH2:15][CH2:16]1)=[O:10])[C:2]1[CH:7]=[CH:6][CH:5]=[CH:4][CH:3]=1. The catalyst class is: 183. (4) Reactant: [C:1]([O:5][C:6]([N:8]([CH2:34][C@H:35]([OH:42])[C:36]1[CH:41]=[CH:40][CH:39]=[CH:38][CH:37]=1)[CH2:9][CH2:10][C:11]1[CH:16]=[CH:15][C:14]([C:17]2[CH:22]=[CH:21][C:20]([CH2:23][C:24](O)=[O:25])=[C:19]([O:27][CH:28]3[CH2:33][CH2:32][CH2:31][CH2:30][CH2:29]3)[CH:18]=2)=[CH:13][CH:12]=1)=[O:7])([CH3:4])([CH3:3])[CH3:2].C(N1C=CN=C1)(N1C=CN=C1)=O.[CH3:55][S:56]([NH2:59])(=[O:58])=[O:57].C1CCN2C(=NCCC2)CC1.Cl. Product: [CH:28]1([O:27][C:19]2[CH:18]=[C:17]([C:14]3[CH:15]=[CH:16][C:11]([CH2:10][CH2:9][N:8]([CH2:34][C@H:35]([OH:42])[C:36]4[CH:37]=[CH:38][CH:39]=[CH:40][CH:41]=4)[C:6](=[O:7])[O:5][C:1]([CH3:4])([CH3:3])[CH3:2])=[CH:12][CH:13]=3)[CH:22]=[CH:21][C:20]=2[CH2:23][C:24]([NH:59][S:56]([CH3:55])(=[O:58])=[O:57])=[O:25])[CH2:29][CH2:30][CH2:31][CH2:32][CH2:33]1. The catalyst class is: 9. (5) Reactant: C([O:8][N:9]1[C:14]2[N:15]=[CH:16][N:17]=[CH:18][C:13]=2[C:12]([NH:19][CH2:20][C:21]2[CH:26]=[CH:25][C:24]([F:27])=[CH:23][C:22]=2[F:28])=[CH:11][C:10]1=[O:29])C1C=CC=CC=1.[H][H]. Product: [F:28][C:22]1[CH:23]=[C:24]([F:27])[CH:25]=[CH:26][C:21]=1[CH2:20][NH:19][C:12]1[C:13]2[CH:18]=[N:17][CH:16]=[N:15][C:14]=2[N:9]([OH:8])[C:10](=[O:29])[CH:11]=1. The catalyst class is: 352. (6) Reactant: Cl[CH2:2][CH2:3][CH2:4][CH2:5][CH:6]([C:14]1[NH:18][N:17]=[C:16]([NH:19][C:20]2[CH:25]=[CH:24][C:23]([N:26]3[CH:30]=[N:29][C:28]([CH3:31])=[N:27]3)=[C:22]([F:32])[CH:21]=2)[N:15]=1)[C:7]1[CH:12]=[CH:11][C:10]([F:13])=[CH:9][CH:8]=1.[I-].[Na+]. Product: [F:32][C:22]1[CH:21]=[C:20]([NH:19][C:16]2[N:15]=[C:14]3[CH:6]([C:7]4[CH:12]=[CH:11][C:10]([F:13])=[CH:9][CH:8]=4)[CH2:5][CH2:4][CH2:3][CH2:2][N:18]3[N:17]=2)[CH:25]=[CH:24][C:23]=1[N:26]1[CH:30]=[N:29][C:28]([CH3:31])=[N:27]1. The catalyst class is: 21.